Dataset: Full USPTO retrosynthesis dataset with 1.9M reactions from patents (1976-2016). Task: Predict the reactants needed to synthesize the given product. (1) Given the product [Br:1][C:2]1[CH:3]=[C:4]([CH:9]=[CH:10][C:11]=1[O:12][CH:20]([CH3:22])[CH3:21])[C:5]([O:7][CH3:8])=[O:6], predict the reactants needed to synthesize it. The reactants are: [Br:1][C:2]1[CH:3]=[C:4]([CH:9]=[CH:10][C:11]=1[OH:12])[C:5]([O:7][CH3:8])=[O:6].C(=O)([O-])[O-].[K+].[K+].I[CH:20]([CH3:22])[CH3:21]. (2) Given the product [ClH:18].[CH:16]([O:15][C:13](=[O:14])[O:12][CH2:11][CH:8]1[CH2:9][CH2:10][NH:6][CH2:7]1)=[CH2:17], predict the reactants needed to synthesize it. The reactants are: C(OC([N:6]1[CH2:10][CH2:9][CH:8]([CH2:11][O:12][C:13]([O:15][CH:16]=[CH2:17])=[O:14])[CH2:7]1)=O)=C.[ClH:18]. (3) The reactants are: [C:1]([C:5]1[N:9]([CH2:10][CH:11]2[CH2:16][CH2:15][CH2:14][CH2:13][CH2:12]2)[C:8]2[CH:17]=[CH:18][C:19]([NH:21][CH3:22])=[CH:20][C:7]=2[N:6]=1)([CH3:4])([CH3:3])[CH3:2].[N+:23]([C:26]1[CH:27]=[C:28]([S:32](Cl)(=[O:34])=[O:33])[CH:29]=[CH:30][CH:31]=1)([O-:25])=[O:24]. Given the product [C:1]([C:5]1[N:9]([CH2:10][CH:11]2[CH2:16][CH2:15][CH2:14][CH2:13][CH2:12]2)[C:8]2[CH:17]=[CH:18][C:19]([N:21]([CH3:22])[S:32]([C:28]3[CH:29]=[CH:30][CH:31]=[C:26]([N+:23]([O-:25])=[O:24])[CH:27]=3)(=[O:33])=[O:34])=[CH:20][C:7]=2[N:6]=1)([CH3:4])([CH3:2])[CH3:3], predict the reactants needed to synthesize it. (4) Given the product [S:20]1[CH:2]=[CH:1][N:21]=[C:19]1[NH:18][C:12]1[C:11]2[C:15](=[CH:16][CH:17]=[C:9]([C:6]3[CH:7]=[CH:8][S:4][CH:5]=3)[CH:10]=2)[NH:14][N:13]=1, predict the reactants needed to synthesize it. The reactants are: [CH2:1](O)[CH3:2].[S:4]1[CH:8]=[CH:7][C:6]([C:9]2[CH:10]=[C:11]3[C:15](=[CH:16][CH:17]=2)[NH:14][N:13]=[C:12]3[NH:18][C:19]([NH2:21])=[S:20])=[CH:5]1.BrCC(OCC)OCC.C(=O)([O-])O.[Na+]. (5) Given the product [C:16]1([N:7]([C:1]2[CH:2]=[CH:3][CH:4]=[CH:5][CH:6]=2)[C:8]2[CH:15]=[CH:14][C:11]([CH2:12][N:36]3[CH2:37][CH2:38][CH:33]([C:29]4[CH:28]=[C:27]([NH:26][C:24](=[O:25])[CH:23]([CH3:39])[CH3:22])[CH:32]=[CH:31][CH:30]=4)[CH2:34][CH2:35]3)=[CH:10][CH:9]=2)[CH:17]=[CH:18][CH:19]=[CH:20][CH:21]=1, predict the reactants needed to synthesize it. The reactants are: [C:1]1([N:7]([C:16]2[CH:21]=[CH:20][CH:19]=[CH:18][CH:17]=2)[C:8]2[CH:15]=[CH:14][C:11]([CH:12]=O)=[CH:10][CH:9]=2)[CH:6]=[CH:5][CH:4]=[CH:3][CH:2]=1.[CH3:22][CH:23]([CH3:39])[C:24]([NH:26][C:27]1[CH:32]=[CH:31][CH:30]=[C:29]([CH:33]2[CH2:38][CH2:37][NH:36][CH2:35][CH2:34]2)[CH:28]=1)=[O:25]. (6) Given the product [Br:1][C:2]1[CH:3]=[C:4]([CH:8]([C:18]2[CH:23]=[CH:22][CH:21]=[CH:20][CH:19]=2)[CH2:9]/[C:10](/[C:12]2[CH:17]=[CH:16][N:15]=[CH:14][CH:13]=2)=[N:25]\[OH:26])[CH:5]=[CH:6][CH:7]=1, predict the reactants needed to synthesize it. The reactants are: [Br:1][C:2]1[CH:3]=[C:4]([CH:8]([C:18]2[CH:23]=[CH:22][CH:21]=[CH:20][CH:19]=2)[CH2:9][C:10]([C:12]2[CH:17]=[CH:16][N:15]=[CH:14][CH:13]=2)=O)[CH:5]=[CH:6][CH:7]=1.Cl.[NH2:25][OH:26].C([O-])(O)=O.[Na+]. (7) Given the product [CH:47]1([NH:50][CH:21]2[C:22]3[CH2:23][S:24][N:25]=[C:26]([N:27]([C:28]([O:30][C:31]([CH3:34])([CH3:33])[CH3:32])=[O:29])[C:35]([O:37][C:38]([CH3:41])([CH3:39])[CH3:40])=[O:36])[C:17]4=[N:16][N:15]([CH2:14][C:9]5[C:8]([CH3:44])=[C:7]([O:6][CH3:5])[C:12]([CH3:13])=[CH:11][N:10]=5)[N:43]=[C:19]([C:18]=34)[CH2:20]2)[CH2:49][CH2:48]1, predict the reactants needed to synthesize it. The reactants are: C([BH3-])#N.[Na+].[CH3:5][O:6][C:7]1[C:12]([CH3:13])=[CH:11][N:10]=[C:9]([CH2:14][N:15]2[N:43]=[C:19]3[CH2:20][C:21](=O)[C:22]4[CH2:23][S:24][N:25]=[C:26]([N:27]([C:35]([O:37][C:38]([CH3:41])([CH3:40])[CH3:39])=[O:36])[C:28]([O:30][C:31]([CH3:34])([CH3:33])[CH3:32])=[O:29])[C:17]([C:18]=43)=[N:16]2)[C:8]=1[CH3:44].CO.[CH:47]1([NH2:50])[CH2:49][CH2:48]1. (8) Given the product [Br:1][C:2]1[CH:3]=[C:4]([Cl:18])[C:5]2[N:6]([C:31]([O:30][C:27]([CH3:29])([CH3:28])[CH3:26])=[O:32])[C:7]3[C:12]([S:13][C:14]=2[CH:15]=1)=[CH:11][C:10]([Br:16])=[CH:9][C:8]=3[Cl:17], predict the reactants needed to synthesize it. The reactants are: [Br:1][C:2]1[CH:3]=[C:4]([Cl:18])[C:5]2[NH:6][C:7]3[C:12]([S:13][C:14]=2[CH:15]=1)=[CH:11][C:10]([Br:16])=[CH:9][C:8]=3[Cl:17].CN(CCCN)C.[CH3:26][C:27]([O:30][C:31](O[C:31]([O:30][C:27]([CH3:29])([CH3:28])[CH3:26])=[O:32])=[O:32])([CH3:29])[CH3:28].